Task: Predict which catalyst facilitates the given reaction.. Dataset: Catalyst prediction with 721,799 reactions and 888 catalyst types from USPTO (1) Reactant: Cl[C:2]1[N:7]=[N:6][C:5]([NH:8][C:9]2[CH:14]=[CH:13][C:12]([I:15])=[CH:11][C:10]=2[F:16])=[C:4]([C:17]([OH:19])=[O:18])[CH:3]=1.[NH:20]1[CH2:25][CH2:24][O:23][CH2:22][CH2:21]1. Product: [F:16][C:10]1[CH:11]=[C:12]([I:15])[CH:13]=[CH:14][C:9]=1[NH:8][C:5]1[N:6]=[N:7][C:2]([N:20]2[CH2:25][CH2:24][O:23][CH2:22][CH2:21]2)=[CH:3][C:4]=1[C:17]([OH:19])=[O:18]. The catalyst class is: 215. (2) Reactant: [CH3:1][C:2]1[C:6]2[C:7]([CH:11]=[CH2:12])=[CH:8][CH:9]=[CH:10][C:5]=2[O:4][C:3]=1[C:13]([NH:15][C:16]1[CH:21]=[CH:20][C:19]([C:22]2[CH:27]=[CH:26][C:25]([S:28]([NH:31][C@H:32]([C:36]([O:38][CH3:39])=[O:37])[CH:33]([CH3:35])[CH3:34])(=[O:30])=[O:29])=[CH:24][CH:23]=2)=[CH:18][CH:17]=1)=[O:14].[C:40](=O)([O-])[O-].[K+].[K+].IC. Product: [CH3:40][N:31]([S:28]([C:25]1[CH:26]=[CH:27][C:22]([C:19]2[CH:18]=[CH:17][C:16]([NH:15][C:13]([C:3]3[O:4][C:5]4[CH:10]=[CH:9][CH:8]=[C:7]([CH:11]=[CH2:12])[C:6]=4[C:2]=3[CH3:1])=[O:14])=[CH:21][CH:20]=2)=[CH:23][CH:24]=1)(=[O:30])=[O:29])[C@H:32]([C:36]([O:38][CH3:39])=[O:37])[CH:33]([CH3:35])[CH3:34]. The catalyst class is: 3. (3) Reactant: CS([O:5][C@@H:6]1[CH2:10][CH2:9][O:8][CH2:7]1)(=O)=O.[OH:11][CH2:12][C:13]1[CH:14]=[C:15]([C:19]2[C:24]([CH3:25])=[CH:23][C:22](O)=[CH:21][C:20]=2[CH3:27])[CH:16]=[CH:17][CH:18]=1.C(=O)([O-])[O-].[Cs+].[Cs+]. Product: [CH3:25][C:24]1[CH:23]=[C:22]([O:5][C@H:6]2[CH2:10][CH2:9][O:8][CH2:7]2)[CH:21]=[C:20]([CH3:27])[C:19]=1[C:15]1[CH:16]=[CH:17][CH:18]=[C:13]([CH2:12][OH:11])[CH:14]=1. The catalyst class is: 9. (4) Reactant: Br[C:2]1[CH:7]=[C:6]([S:8]([CH3:11])(=[O:10])=[O:9])[CH:5]=[C:4]([O:12][CH2:13][C:14]2[CH:19]=[CH:18][C:17]([O:20][CH3:21])=[CH:16][CH:15]=2)[CH:3]=1.[CH3:22][N:23]1[CH:28]=[C:27](B2OC(C)(C)C(C)(C)O2)[C:26]2[CH:38]=[CH:39][O:40][C:25]=2[C:24]1=[O:41].[O-]P([O-])([O-])=O.[K+].[K+].[K+]. Product: [CH3:21][O:20][C:17]1[CH:18]=[CH:19][C:14]([CH2:13][O:12][C:4]2[CH:3]=[C:2]([C:27]3[C:26]4[CH:38]=[CH:39][O:40][C:25]=4[C:24](=[O:41])[N:23]([CH3:22])[CH:28]=3)[CH:7]=[C:6]([S:8]([CH3:11])(=[O:10])=[O:9])[CH:5]=2)=[CH:15][CH:16]=1. The catalyst class is: 117. (5) Reactant: [CH2:1]([C:3]1[CH:11]=[CH:10][C:6](C(Cl)=O)=[CH:5][CH:4]=1)[CH3:2].[Cl:12][C:13]1[CH:18]=[CH:17][C:16]([C:19]2[N:23]([NH2:24])[C:22]([CH3:26])([CH3:25])[O:21][N:20]=2)=[CH:15][CH:14]=1.[C:27]([O-:30])([O-])=O.[K+].[K+]. Product: [Cl:12][C:13]1[CH:14]=[CH:15][C:16]([C:19]2[N:23]([NH:24][C:27](=[O:30])[C:5]3[CH:6]=[CH:10][CH:11]=[C:3]([CH2:1][CH3:2])[CH:4]=3)[C:22]([CH3:26])([CH3:25])[O:21][N:20]=2)=[CH:17][CH:18]=1. The catalyst class is: 13. (6) Reactant: C(=O)([O-])[O-].[K+].[K+].[CH2:7]([NH:11][CH2:12][CH2:13][CH2:14][CH3:15])[CH2:8][CH2:9][CH3:10].Cl[C:17]1[N:22]=[C:21]([NH:23][CH2:24][CH2:25][CH2:26][N:27]2[CH2:32][CH2:31][CH2:30][CH2:29][CH2:28]2)[C:20]([N+:33]([O-:35])=[O:34])=[CH:19][CH:18]=1. Product: [CH2:7]([N:11]([CH2:12][CH2:13][CH2:14][CH3:15])[C:17]1[N:22]=[C:21]([NH:23][CH2:24][CH2:25][CH2:26][N:27]2[CH2:32][CH2:31][CH2:30][CH2:29][CH2:28]2)[C:20]([N+:33]([O-:35])=[O:34])=[CH:19][CH:18]=1)[CH2:8][CH2:9][CH3:10]. The catalyst class is: 10. (7) Reactant: [Br:1][C:2]1[CH:14]=[CH:13][C:12]2[C:11]3[C:6](=[CH:7][C:8]([Br:15])=[CH:9][CH:10]=3)[CH2:5][C:4]=2[CH:3]=1.Br[CH2:17][CH2:18][CH2:19][CH2:20][CH2:21][CH2:22][CH2:23][CH3:24].CS(C)=O.[OH-].[Na+]. Product: [Br:1][C:2]1[CH:14]=[CH:13][C:12]2[C:11]3[C:6](=[CH:7][C:8]([Br:15])=[CH:9][CH:10]=3)[C:5]([CH2:13][CH2:14][CH2:2][CH2:3][CH2:4][CH2:12][CH2:11][CH3:10])([CH2:17][CH2:18][CH2:19][CH2:20][CH2:21][CH2:22][CH2:23][CH3:24])[C:4]=2[CH:3]=1. The catalyst class is: 786.